This data is from Catalyst prediction with 721,799 reactions and 888 catalyst types from USPTO. The task is: Predict which catalyst facilitates the given reaction. Reactant: [F:1][C:2]1[CH:43]=[CH:42][CH:41]=[C:40]([F:44])[C:3]=1[C:4]([NH:6][C:7]1[CH:12]=[CH:11][CH:10]=[C:9]([C:13]2[N:14]=[C:15]([CH3:39])[S:16][C:17]=2[C:18]2[CH:23]=[CH:22][N:21]=[C:20]([NH:24][C:25]3[CH:30]=[CH:29][C:28]([O:31][CH:32]4[CH2:37][CH2:36][NH:35][CH2:34][CH2:33]4)=[C:27]([F:38])[CH:26]=3)[N:19]=2)[CH:8]=1)=[O:5].C=O.[CH3:47]C(O)=O.C(O[BH-](OC(=O)C)OC(=O)C)(=O)C.[Na+]. Product: [F:44][C:40]1[CH:41]=[CH:42][CH:43]=[C:2]([F:1])[C:3]=1[C:4]([NH:6][C:7]1[CH:12]=[CH:11][CH:10]=[C:9]([C:13]2[N:14]=[C:15]([CH3:39])[S:16][C:17]=2[C:18]2[CH:23]=[CH:22][N:21]=[C:20]([NH:24][C:25]3[CH:30]=[CH:29][C:28]([O:31][CH:32]4[CH2:37][CH2:36][N:35]([CH3:47])[CH2:34][CH2:33]4)=[C:27]([F:38])[CH:26]=3)[N:19]=2)[CH:8]=1)=[O:5]. The catalyst class is: 61.